From a dataset of Reaction yield outcomes from USPTO patents with 853,638 reactions. Predict the reaction yield, written as a fraction of the theoretical maximum amount of product (1.0 means a 100% yield; for example, 0.34 means a 34% yield). (1) The reactants are [I:1][CH2:2][CH2:3][CH2:4][CH2:5][CH2:6][CH2:7][CH2:8][CH2:9][CH2:10][CH2:11]I.[N:13]1[CH:18]=[CH:17][CH:16]=[CH:15][CH:14]=1. No catalyst specified. The product is [I-:1].[I-:1].[CH2:2]([N+:13]1[CH:18]=[CH:17][CH:16]=[CH:15][CH:14]=1)[CH2:3][CH2:4][CH2:5][CH2:6][CH2:7][CH2:8][CH2:9][CH2:10][CH2:11][N+:13]1[CH:18]=[CH:17][CH:16]=[CH:15][CH:14]=1. The yield is 0.900. (2) The reactants are [CH3:1][O:2][C:3](=[O:11])[C:4]1[CH:9]=[CH:8][C:7]([OH:10])=[CH:6][CH:5]=1.[H-].[Na+].Br[CH2:15][CH2:16][F:17].Cl. The catalyst is CN(C=O)C. The product is [F:17][CH2:16][CH2:15][O:10][C:7]1[CH:8]=[CH:9][C:4]([C:3]([O:2][CH3:1])=[O:11])=[CH:5][CH:6]=1. The yield is 0.850. (3) The reactants are C(OC(=O)C)(=O)C.[C:8]([O:12][C:13](=[O:39])[NH:14][C@H:15]1[CH2:20][CH2:19][C@H:18]([CH:21]([CH:37]=[O:38])[CH:22]([C:24]2[C:33]3[C:28](=[CH:29][CH:30]=[C:31]([O:34][CH3:35])[N:32]=3)[N:27]=[CH:26][C:25]=2[Cl:36])O)[CH2:17][CH2:16]1)([CH3:11])([CH3:10])[CH3:9]. The catalyst is N1C=CC=CC=1. The product is [C:8]([O:12][C:13](=[O:39])[NH:14][C@H:15]1[CH2:20][CH2:19][C@H:18]([C:21]([CH:37]=[O:38])=[CH:22][C:24]2[C:33]3[C:28](=[CH:29][CH:30]=[C:31]([O:34][CH3:35])[N:32]=3)[N:27]=[CH:26][C:25]=2[Cl:36])[CH2:17][CH2:16]1)([CH3:11])([CH3:9])[CH3:10]. The yield is 0.790. (4) The reactants are O[CH2:2][C:3]1[CH:12]=[N:11][C:10]2[N:9]3[CH2:13][CH2:14][CH2:15][C@H:8]3[C:7](=[O:16])[NH:6][C:5]=2[CH:4]=1.Cl.[CH:18]1([NH:21][C:22](=[O:36])[C:23]2[CH:28]=[CH:27][C:26]([N:29]3[CH2:34][CH2:33][NH:32][CH2:31][CH2:30]3)=[C:25]([F:35])[CH:24]=2)[CH2:20][CH2:19]1.[I-].C(C[P+](C)(C)C)#N.C(N(CC)C(C)C)(C)C. The catalyst is C(#N)CC. The product is [CH:18]1([NH:21][C:22](=[O:36])[C:23]2[CH:28]=[CH:27][C:26]([N:29]3[CH2:34][CH2:33][N:32]([CH2:2][C:3]4[CH:12]=[N:11][C:10]5[N:9]6[CH2:13][CH2:14][CH2:15][C@H:8]6[C:7](=[O:16])[NH:6][C:5]=5[CH:4]=4)[CH2:31][CH2:30]3)=[C:25]([F:35])[CH:24]=2)[CH2:19][CH2:20]1. The yield is 0.403. (5) The reactants are Br[C:2]1[CH:11]=[C:10]2[C:5]([CH:6]=[CH:7][CH:8]=N2)=[CH:4][CH:3]=1.N1CCC[C@H:13]1C(O)=O.C([O-])([O-])=O.[K+].[K+].[NH3:26].[NH4+:27].[Cl-]. The catalyst is CS(C)=O.[Cu](I)I.ClCCl. The product is [CH3:13][C:8]1[CH:7]=[CH:6][C:5]2[C:4](=[CH:3][C:2]([NH2:27])=[CH:11][CH:10]=2)[N:26]=1. The yield is 0.900. (6) No catalyst specified. The yield is 0.678. The product is [Cl:13][C:4]1[C:5]2[CH:9]=[CH:8][NH:7][C:6]=2[N:1]=[CH:2][N:3]=1. The reactants are [N:1]1[C:6]2[NH:7][CH:8]=[CH:9][C:5]=2[C:4](O)=[N:3][CH:2]=1.P(Cl)(Cl)([Cl:13])=O.Cl.[OH-].[Na+].C(=O)([O-])[O-].[K+].[K+].